This data is from Forward reaction prediction with 1.9M reactions from USPTO patents (1976-2016). The task is: Predict the product of the given reaction. (1) Given the reactants [O:1]1[CH2:6][CH2:5][N:4]([C:7]2[CH:14]=[CH:13][C:10]([C:11]#[N:12])=[C:9]([N+:15]([O-])=O)[CH:8]=2)[CH2:3][CH2:2]1.C(O)(=O)C, predict the reaction product. The product is: [NH2:15][C:9]1[CH:8]=[C:7]([N:4]2[CH2:3][CH2:2][O:1][CH2:6][CH2:5]2)[CH:14]=[CH:13][C:10]=1[C:11]#[N:12]. (2) Given the reactants C([O:8][C:9]1[CH:10]=[C:11]([CH2:15][CH2:16][NH:17][C:18](=[O:24])[O:19][C:20]([CH3:23])([CH3:22])[CH3:21])[CH:12]=[CH:13][CH:14]=1)C1C=CC=CC=1.[H][H], predict the reaction product. The product is: [OH:8][C:9]1[CH:10]=[C:11]([CH2:15][CH2:16][NH:17][C:18](=[O:24])[O:19][C:20]([CH3:22])([CH3:21])[CH3:23])[CH:12]=[CH:13][CH:14]=1. (3) Given the reactants [CH3:1][O:2][C:3]1[CH:20]=[CH:19][C:6]2[NH:7][C:8](=[O:18])[N:9]([CH:12]3[CH2:17][CH2:16][NH:15][CH2:14][CH2:13]3)[CH2:10][CH2:11][C:5]=2[CH:4]=1.Br[C:22]1[CH:23]=[C:24]([CH:39]=[CH:40][C:41]=1[F:42])[C:25]([C:27]1[CH:37]=[C:36]([CH3:38])[C:30]2[N:31]([CH3:35])[C:32](=[O:34])[O:33][C:29]=2[CH:28]=1)=[O:26].C(=O)([O-])[O-].[Cs+].[Cs+].C1C=CC(P(C2C(C3C(P(C4C=CC=CC=4)C4C=CC=CC=4)=CC=C4C=3C=CC=C4)=C3C(C=CC=C3)=CC=2)C2C=CC=CC=2)=CC=1, predict the reaction product. The product is: [CH3:35][N:31]1[C:30]2[C:36]([CH3:38])=[CH:37][C:27]([C:25]([C:24]3[CH:23]=[CH:22][C:41]([F:42])=[C:40]([N:15]4[CH2:14][CH2:13][CH:12]([N:9]5[CH2:10][CH2:11][C:5]6[CH:4]=[C:3]([O:2][CH3:1])[CH:20]=[CH:19][C:6]=6[NH:7][C:8]5=[O:18])[CH2:17][CH2:16]4)[CH:39]=3)=[O:26])=[CH:28][C:29]=2[O:33][C:32]1=[O:34]. (4) Given the reactants [Cl:1][C:2]1[N:3]=[C:4]([O:9][CH2:10][CH3:11])[NH:5][C:6]=1[CH:7]=[O:8].[C:12]([O:16][C:17]([C:19]1[C:20]([C:25]2[CH:30]=[CH:29][C:28]([CH2:31]Br)=[C:27]([F:33])[CH:26]=2)=[CH:21][CH:22]=[CH:23][CH:24]=1)=[O:18])([CH3:15])([CH3:14])[CH3:13].C(=O)([O-])[O-].[K+].[K+], predict the reaction product. The product is: [C:12]([O:16][C:17]([C:19]1[C:20]([C:25]2[CH:30]=[CH:29][C:28]([CH2:31][N:5]3[C:6]([CH:7]=[O:8])=[C:2]([Cl:1])[N:3]=[C:4]3[O:9][CH2:10][CH3:11])=[C:27]([F:33])[CH:26]=2)=[CH:21][CH:22]=[CH:23][CH:24]=1)=[O:18])([CH3:15])([CH3:14])[CH3:13]. (5) Given the reactants [NH2:1][C:2]1[C:3]2[N:4]([C:8]([C@H:12]3[CH2:22][N:16]4[C:17](=[O:21])[CH2:18][NH:19][CH2:20][C@@H:15]4[CH2:14][CH2:13]3)=[N:9][C:10]=2Br)[CH:5]=[CH:6][N:7]=1.[CH3:23][O:24][C:25]1[CH:26]=[C:27]([CH:41]=[CH:42][C:43]=1B1OC(C)(C)C(C)(C)O1)[C:28]([NH:30][C:31]1[CH:36]=[C:35]([C:37]([F:40])([F:39])[F:38])[CH:34]=[CH:33][N:32]=1)=[O:29].C([O-])([O-])=O.[K+].[K+], predict the reaction product. The product is: [NH2:1][C:2]1[C:3]2[N:4]([C:8]([C@H:12]3[CH2:22][N:16]4[C:17](=[O:21])[CH2:18][NH:19][CH2:20][C@@H:15]4[CH2:14][CH2:13]3)=[N:9][C:10]=2[C:43]2[CH:42]=[CH:41][C:27]([C:28]([NH:30][C:31]3[CH:36]=[C:35]([C:37]([F:40])([F:38])[F:39])[CH:34]=[CH:33][N:32]=3)=[O:29])=[CH:26][C:25]=2[O:24][CH3:23])[CH:5]=[CH:6][N:7]=1. (6) Given the reactants [OH-].[Na+].[C:3]([O:7][C:8]([NH:10][C:11]1([C:26]([O:28]C)=[O:27])[CH2:16][CH2:15][N:14]([C:17]2[N:22]=[CH:21][N:20]=[C:19]3[NH:23][N:24]=[CH:25][C:18]=23)[CH2:13][CH2:12]1)=[O:9])([CH3:6])([CH3:5])[CH3:4].Cl, predict the reaction product. The product is: [C:3]([O:7][C:8]([NH:10][C:11]1([C:26]([OH:28])=[O:27])[CH2:12][CH2:13][N:14]([C:17]2[N:22]=[CH:21][N:20]=[C:19]3[NH:23][N:24]=[CH:25][C:18]=23)[CH2:15][CH2:16]1)=[O:9])([CH3:6])([CH3:4])[CH3:5]. (7) Given the reactants [I:1][C:2]1[CH:7]=[CH:6][C:5]([CH2:8][CH2:9]O)=[CH:4][CH:3]=1.S(Cl)([Cl:13])=O, predict the reaction product. The product is: [I:1][C:2]1[CH:7]=[CH:6][C:5]([CH2:8][CH2:9][Cl:13])=[CH:4][CH:3]=1. (8) Given the reactants CC1(C)C(C)(C)OB([C:9]2[CH2:14][CH2:13][N:12]([C:15]([O:17][C:18]([CH3:21])([CH3:20])[CH3:19])=[O:16])[CH2:11][CH:10]=2)O1.Cl[C:24]1[CH:29]=[CH:28][C:27]([N+:30]([O-:32])=[O:31])=[C:26]([O:33][CH3:34])[CH:25]=1.C(=O)([O-])[O-].[Na+].[Na+], predict the reaction product. The product is: [CH3:34][O:33][C:26]1[CH:25]=[C:24]([C:9]2[CH2:14][CH2:13][N:12]([C:15]([O:17][C:18]([CH3:19])([CH3:20])[CH3:21])=[O:16])[CH2:11][CH:10]=2)[CH:29]=[CH:28][C:27]=1[N+:30]([O-:32])=[O:31]. (9) The product is: [N+:28]([C:25]1[CH:26]=[CH:27][C:22]([N:1]2[CH:5]=[C:4]([C:6]3[C:7]([C:15]4[CH:16]=[CH:17][CH:18]=[CH:19][CH:20]=4)=[N:8][O:9][C:10]=3[C:11]([F:14])([F:12])[F:13])[N:3]=[CH:2]2)=[CH:23][CH:24]=1)([O-:30])=[O:29]. Given the reactants [NH:1]1[CH:5]=[C:4]([C:6]2[C:7]([C:15]3[CH:20]=[CH:19][CH:18]=[CH:17][CH:16]=3)=[N:8][O:9][C:10]=2[C:11]([F:14])([F:13])[F:12])[N:3]=[CH:2]1.F[C:22]1[CH:27]=[CH:26][C:25]([N+:28]([O-:30])=[O:29])=[CH:24][CH:23]=1, predict the reaction product. (10) Given the reactants [CH2:1]([O:8][CH:9]1[CH:14]2[NH:15]C(=O)[O:17][CH:13]2[CH2:12][CH:11]([CH2:19][O:20][CH2:21][C:22]2[CH:27]=[CH:26][CH:25]=[CH:24][CH:23]=2)[CH:10]1[O:28][CH2:29][C:30]1[CH:35]=[CH:34][CH:33]=[CH:32][CH:31]=1)[C:2]1[CH:7]=[CH:6][CH:5]=[CH:4][CH:3]=1.[OH-].[Na+], predict the reaction product. The product is: [NH2:15][CH:14]1[CH:9]([O:8][CH2:1][C:2]2[CH:3]=[CH:4][CH:5]=[CH:6][CH:7]=2)[CH:10]([O:28][CH2:29][C:30]2[CH:31]=[CH:32][CH:33]=[CH:34][CH:35]=2)[CH:11]([CH2:19][O:20][CH2:21][C:22]2[CH:27]=[CH:26][CH:25]=[CH:24][CH:23]=2)[CH2:12][CH:13]1[OH:17].